Dataset: HIV replication inhibition screening data with 41,000+ compounds from the AIDS Antiviral Screen. Task: Binary Classification. Given a drug SMILES string, predict its activity (active/inactive) in a high-throughput screening assay against a specified biological target. The molecule is Clc1nc2cc3nc(Cl)c(Cl)nc3cc2nc1Cl. The result is 0 (inactive).